This data is from Rat liver microsome stability data. The task is: Regression/Classification. Given a drug SMILES string, predict its absorption, distribution, metabolism, or excretion properties. Task type varies by dataset: regression for continuous measurements (e.g., permeability, clearance, half-life) or binary classification for categorical outcomes (e.g., BBB penetration, CYP inhibition). Dataset: rlm. The compound is CC#CC(=O)N1CCC[C@H]1c1nc(-c2ccc(C(=O)Nc3ccccn3)cc2)c2c(N)nccn12. The result is 1 (stable in rat liver microsomes).